This data is from NCI-60 drug combinations with 297,098 pairs across 59 cell lines. The task is: Regression. Given two drug SMILES strings and cell line genomic features, predict the synergy score measuring deviation from expected non-interaction effect. Drug 1: C(CCl)NC(=O)N(CCCl)N=O. Drug 2: C(CN)CNCCSP(=O)(O)O. Cell line: 786-0. Synergy scores: CSS=0.702, Synergy_ZIP=1.99, Synergy_Bliss=3.36, Synergy_Loewe=2.99, Synergy_HSA=1.19.